Dataset: Catalyst prediction with 721,799 reactions and 888 catalyst types from USPTO. Task: Predict which catalyst facilitates the given reaction. (1) Reactant: [C:9](O[C:9]([O:11][C:12]([CH3:15])([CH3:14])[CH3:13])=[O:10])([O:11][C:12]([CH3:15])([CH3:14])[CH3:13])=[O:10].[CH2:16]([NH2:19])[CH2:17][NH2:18]. Product: [NH2:18][CH2:17][CH2:16][NH:19][C:9](=[O:10])[O:11][C:12]([CH3:13])([CH3:14])[CH3:15]. The catalyst class is: 2. (2) Reactant: [CH3:1][N:2]1[C:19](=[O:20])[N:5]2[C:6]3[CH:15]=[C:14]([N+:16]([O-])=O)[CH:13]=[CH:12][C:7]=3[O:8][C:9]([CH3:11])([CH3:10])[C:4]2=[N:3]1. Product: [NH2:16][C:14]1[CH:13]=[CH:12][C:7]2[O:8][C:9]([CH3:11])([CH3:10])[C:4]3[N:5]([C:19](=[O:20])[N:2]([CH3:1])[N:3]=3)[C:6]=2[CH:15]=1. The catalyst class is: 19. (3) Reactant: [N:1]([C:4]1[CH:11]=[CH:10][C:7]([C:8]#[N:9])=[CH:6][CH:5]=1)=[N+:2]=[N-:3].[C:12]([O:16][CH2:17][CH3:18])(=[O:15])[C:13]#[CH:14]. Product: [C:8]([C:7]1[CH:6]=[CH:5][C:4]([N:1]2[C:13]([C:12]([O:16][CH2:17][CH3:18])=[O:15])=[CH:14][N:3]=[N:2]2)=[CH:11][CH:10]=1)#[N:9]. The catalyst class is: 8. (4) Reactant: [CH3:1][O:2][C:3]([CH2:5]P(OC)(OC)=O)=[O:4].[CH2:12]([N:19]1[C:23]([CH2:24][CH3:25])=[CH:22][CH:21]=[C:20]1[CH:26]=O)[C:13]1[CH:18]=[CH:17][CH:16]=[CH:15][CH:14]=1. Product: [CH2:12]([N:19]1[C:23]([CH2:24][CH3:25])=[CH:22][CH:21]=[C:20]1/[CH:26]=[CH:5]/[C:3]([O:2][CH3:1])=[O:4])[C:13]1[CH:14]=[CH:15][CH:16]=[CH:17][CH:18]=1. The catalyst class is: 7. (5) Reactant: [C:1]([OH:9])(=O)[C:2]1[CH:7]=[CH:6][CH:5]=[CH:4][CH:3]=1.CN(C(ON1N=NC2C=CC=NC1=2)=[N+](C)C)C.F[P-](F)(F)(F)(F)F.CCN(C(C)C)C(C)C.[O-]S([O-])(=O)=O.[Na+].[Na+].[CH3:50][N:51]1[C:60]2[C:55](=[CH:56][N:57]=[C:58]([CH3:61])[CH:59]=2)[CH:54]=[C:53]([C:62]2[CH:63]=[C:64]([NH:69]/[C:70](/[NH2:73])=[N:71]/O)[CH:65]=[CH:66][C:67]=2[CH3:68])[C:52]1=[O:74]. Product: [CH3:50][N:51]1[C:60]2[C:55](=[CH:56][N:57]=[C:58]([CH3:61])[CH:59]=2)[CH:54]=[C:53]([C:62]2[CH:63]=[C:64]([NH:69][C:70]3[N:71]=[C:1]([C:2]4[CH:3]=[CH:4][CH:5]=[CH:6][CH:7]=4)[O:9][N:73]=3)[CH:65]=[CH:66][C:67]=2[CH3:68])[C:52]1=[O:74]. The catalyst class is: 3. (6) Reactant: [H-].[Na+].C([O:6][CH2:7][CH:8]([F:10])[F:9])(=O)C.[C:11]([O:14][CH2:15][CH3:16])(=[O:13])[CH3:12].S(=O)(=O)(O)O. Product: [F:9][CH:8]([F:10])[C:7](=[O:6])[CH2:12][C:11]([O:14][CH2:15][CH3:16])=[O:13]. The catalyst class is: 7. (7) Reactant: [CH2:1]([N:8]1[CH2:13][CH2:12][N:11]([CH2:14][C:15]2[CH:20]=[CH:19][CH:18]=[CH:17][CH:16]=2)[CH2:10][C@@H:9]1[CH2:21][OH:22])[C:2]1[CH:7]=[CH:6][CH:5]=[CH:4][CH:3]=1.CCN(C(C)C)C(C)C.[CH3:32][S:33](Cl)(=[O:35])=[O:34]. Product: [CH3:32][S:33]([O:22][CH2:21][C@H:9]1[CH2:10][N:11]([CH2:14][C:15]2[CH:20]=[CH:19][CH:18]=[CH:17][CH:16]=2)[CH2:12][CH2:13][N:8]1[CH2:1][C:2]1[CH:3]=[CH:4][CH:5]=[CH:6][CH:7]=1)(=[O:35])=[O:34]. The catalyst class is: 2. (8) Reactant: [N+:1]([C:4]1[CH:9]=[CH:8][C:7]([N:10]2[C:18]3[C:13]([CH:14]=[CH:15][C:16]([C:25]4[CH:30]=[CH:29][CH:28]=[CH:27][CH:26]=4)([C:19]4[CH:24]=[CH:23][CH:22]=[CH:21][CH:20]=4)[CH:17]=3)=[C:12]([C:31]([O:33][CH2:34][CH3:35])=[O:32])[NH:11]2)=[CH:6][CH:5]=1)([O-])=O. Product: [NH2:1][C:4]1[CH:9]=[CH:8][C:7]([N:10]2[C:18]3[C:13]([CH:14]=[CH:15][C:16]([C:19]4[CH:20]=[CH:21][CH:22]=[CH:23][CH:24]=4)([C:25]4[CH:30]=[CH:29][CH:28]=[CH:27][CH:26]=4)[CH:17]=3)=[C:12]([C:31]([O:33][CH2:34][CH3:35])=[O:32])[NH:11]2)=[CH:6][CH:5]=1. The catalyst class is: 183.